From a dataset of Forward reaction prediction with 1.9M reactions from USPTO patents (1976-2016). Predict the product of the given reaction. Given the reactants C(O[C:6]([N:8]1[CH2:12][C:11](=[N:13][O:14][CH3:15])[CH2:10][C@H:9]1[C:16]([OH:18])=O)=[O:7])(C)(C)C.[O:19]=[C:20]1[C:25](C(Cl)=O)=[CH:24][CH:23]=[C:22]([CH2:29][CH2:30][CH2:31][CH2:32][CH3:33])[O:21]1.[O:34]1[CH:38]=[CH:37][CH:36]=[C:35]1[CH2:39][NH2:40], predict the reaction product. The product is: [O:34]1[CH:38]=[CH:37][CH:36]=[C:35]1[CH2:39][NH:40][C:16]([C@@H:9]1[CH2:10][C:11](=[N:13][O:14][CH3:15])[CH2:12][N:8]1[C:6]([C:25]1[C:20](=[O:19])[O:21][C:22]([CH2:29][CH2:30][CH2:31][CH2:32][CH3:33])=[CH:23][CH:24]=1)=[O:7])=[O:18].